This data is from Forward reaction prediction with 1.9M reactions from USPTO patents (1976-2016). The task is: Predict the product of the given reaction. Given the reactants [Cl:1][C:2]1[C:3]([C:17]2[CH:22]=[N:21][CH:20]=[C:19]([NH:23][CH2:24][CH:25]3[CH2:30][CH2:29][O:28][CH2:27][CH2:26]3)[N:18]=2)=[CH:4][C:5]([NH:8][C:9]([C@@H:11]2[CH2:16][CH2:15][CH2:14][NH:13][CH2:12]2)=[O:10])=[N:6][CH:7]=1.C(=O)([O-])[O-].[K+].[K+].Br[CH2:38][CH2:39][O:40][CH3:41], predict the reaction product. The product is: [Cl:1][C:2]1[C:3]([C:17]2[CH:22]=[N:21][CH:20]=[C:19]([NH:23][CH2:24][CH:25]3[CH2:30][CH2:29][O:28][CH2:27][CH2:26]3)[N:18]=2)=[CH:4][C:5]([NH:8][C:9]([C@@H:11]2[CH2:16][CH2:15][CH2:14][N:13]([CH2:38][CH2:39][O:40][CH3:41])[CH2:12]2)=[O:10])=[N:6][CH:7]=1.